Dataset: Forward reaction prediction with 1.9M reactions from USPTO patents (1976-2016). Task: Predict the product of the given reaction. Given the reactants [OH:1][C@H:2]1[CH2:25][CH2:24][C@@:23]2([CH3:26])[C@@H:4]([CH2:5][CH2:6][C:7]3[C:8]4[C@:19]([CH3:27])([CH2:20][CH2:21][C:22]=32)[C@@H:11]([C@H:12]([CH3:18])[CH2:13][CH2:14][C:15]([OH:17])=[O:16])[CH2:10][CH:9]=4)[C:3]1([CH3:29])[CH3:28].B(F)(F)F.CCO[CH2:37][CH3:38], predict the reaction product. The product is: [CH:38]1([O:16][C:15](=[O:17])[CH2:14][CH2:13][C@H:12]([C@@H:11]2[C@:19]3([CH3:27])[C:8]([C:7]4[CH2:6][CH2:5][C@@H:4]5[C@:23]([C:22]=4[CH2:21][CH2:20]3)([CH3:26])[CH2:24][CH2:25][C@H:2]([OH:1])[C:3]5([CH3:28])[CH3:29])=[CH:9][CH2:10]2)[CH3:18])[CH2:37][CH2:4][CH2:3][CH2:2][CH2:25]1.